Dataset: NCI-60 drug combinations with 297,098 pairs across 59 cell lines. Task: Regression. Given two drug SMILES strings and cell line genomic features, predict the synergy score measuring deviation from expected non-interaction effect. (1) Drug 1: C1CN1C2=NC(=NC(=N2)N3CC3)N4CC4. Drug 2: CC(CN1CC(=O)NC(=O)C1)N2CC(=O)NC(=O)C2. Cell line: EKVX. Synergy scores: CSS=6.84, Synergy_ZIP=-3.02, Synergy_Bliss=0.979, Synergy_Loewe=-0.488, Synergy_HSA=0.315. (2) Drug 1: CC1=C(C(CCC1)(C)C)C=CC(=CC=CC(=CC(=O)O)C)C. Drug 2: C(CCl)NC(=O)N(CCCl)N=O. Synergy scores: CSS=5.18, Synergy_ZIP=-1.13, Synergy_Bliss=1.69, Synergy_Loewe=-0.672, Synergy_HSA=-0.610. Cell line: NCI-H226. (3) Drug 1: CN(C)C1=NC(=NC(=N1)N(C)C)N(C)C. Drug 2: C1C(C(OC1N2C=NC3=C(N=C(N=C32)Cl)N)CO)O. Cell line: IGROV1. Synergy scores: CSS=7.86, Synergy_ZIP=0.0158, Synergy_Bliss=7.17, Synergy_Loewe=5.35, Synergy_HSA=6.33. (4) Drug 1: CCC1=CC2CC(C3=C(CN(C2)C1)C4=CC=CC=C4N3)(C5=C(C=C6C(=C5)C78CCN9C7C(C=CC9)(C(C(C8N6C)(C(=O)OC)O)OC(=O)C)CC)OC)C(=O)OC.C(C(C(=O)O)O)(C(=O)O)O. Drug 2: CC1C(C(CC(O1)OC2CC(CC3=C2C(=C4C(=C3O)C(=O)C5=C(C4=O)C(=CC=C5)OC)O)(C(=O)C)O)N)O.Cl. Cell line: KM12. Synergy scores: CSS=62.3, Synergy_ZIP=-4.66, Synergy_Bliss=-0.808, Synergy_Loewe=4.70, Synergy_HSA=6.49. (5) Drug 1: COC1=C(C=C2C(=C1)N=CN=C2NC3=CC(=C(C=C3)F)Cl)OCCCN4CCOCC4. Drug 2: CC=C1C(=O)NC(C(=O)OC2CC(=O)NC(C(=O)NC(CSSCCC=C2)C(=O)N1)C(C)C)C(C)C. Cell line: SW-620. Synergy scores: CSS=30.5, Synergy_ZIP=7.02, Synergy_Bliss=4.96, Synergy_Loewe=4.91, Synergy_HSA=4.96. (6) Drug 2: CCN(CC)CCCC(C)NC1=C2C=C(C=CC2=NC3=C1C=CC(=C3)Cl)OC. Cell line: MCF7. Synergy scores: CSS=12.9, Synergy_ZIP=-4.00, Synergy_Bliss=-4.47, Synergy_Loewe=-38.0, Synergy_HSA=-6.60. Drug 1: CNC(=O)C1=NC=CC(=C1)OC2=CC=C(C=C2)NC(=O)NC3=CC(=C(C=C3)Cl)C(F)(F)F. (7) Drug 1: CCC1=CC2CC(C3=C(CN(C2)C1)C4=CC=CC=C4N3)(C5=C(C=C6C(=C5)C78CCN9C7C(C=CC9)(C(C(C8N6C)(C(=O)OC)O)OC(=O)C)CC)OC)C(=O)OC.C(C(C(=O)O)O)(C(=O)O)O. Drug 2: CCC1(C2=C(COC1=O)C(=O)N3CC4=CC5=C(C=CC(=C5CN(C)C)O)N=C4C3=C2)O.Cl. Cell line: A498. Synergy scores: CSS=10.2, Synergy_ZIP=-8.24, Synergy_Bliss=-2.00, Synergy_Loewe=-2.58, Synergy_HSA=0.199. (8) Drug 1: CC(C1=C(C=CC(=C1Cl)F)Cl)OC2=C(N=CC(=C2)C3=CN(N=C3)C4CCNCC4)N. Drug 2: CC12CCC3C(C1CCC2O)C(CC4=C3C=CC(=C4)O)CCCCCCCCCS(=O)CCCC(C(F)(F)F)(F)F. Cell line: IGROV1. Synergy scores: CSS=10.8, Synergy_ZIP=0.367, Synergy_Bliss=5.85, Synergy_Loewe=4.77, Synergy_HSA=4.78.